Dataset: Catalyst prediction with 721,799 reactions and 888 catalyst types from USPTO. Task: Predict which catalyst facilitates the given reaction. (1) The catalyst class is: 11. Product: [C:1]([S:30][CH2:31][CH2:32][CH2:33][CH2:34][CH2:35][CH2:36][CH2:37][CH2:38][CH2:39][CH2:40][C:41]([OH:43])=[O:42])([C:14]1[CH:19]=[CH:18][CH:17]=[CH:16][CH:15]=1)([C:8]1[CH:13]=[CH:12][CH:11]=[CH:10][CH:9]=1)[C:2]1[CH:7]=[CH:6][CH:5]=[CH:4][CH:3]=1. Reactant: [C:1](Cl)([C:14]1[CH:19]=[CH:18][CH:17]=[CH:16][CH:15]=1)([C:8]1[CH:13]=[CH:12][CH:11]=[CH:10][CH:9]=1)[C:2]1[CH:7]=[CH:6][CH:5]=[CH:4][CH:3]=1.C(N(C(C)C)CC)(C)C.[SH:30][CH2:31][CH2:32][CH2:33][CH2:34][CH2:35][CH2:36][CH2:37][CH2:38][CH2:39][CH2:40][C:41]([OH:43])=[O:42]. (2) Reactant: [Mg].[F:2][CH:3](Br)[C:4]1C=CC=C[CH:5]=1.[F:11][C:12]([F:33])([F:32])[CH2:13][N:14]1[C:19](=[O:20])[C:18](Cl)=[C:17]([C:22]2[CH:27]=[CH:26][C:25]([S:28]([CH3:31])(=[O:30])=[O:29])=[CH:24][CH:23]=2)[CH:16]=[N:15]1.N1N[C:36](=O)[CH:37]=[CH:38][CH:39]=1. Product: [F:11][C:12]([F:33])([F:32])[CH2:13][N:14]1[C:19](=[O:20])[C:18]([CH2:36][C:37]2[CH:5]=[CH:4][C:3]([F:2])=[CH:39][CH:38]=2)=[C:17]([C:22]2[CH:27]=[CH:26][C:25]([S:28]([CH3:31])(=[O:30])=[O:29])=[CH:24][CH:23]=2)[CH:16]=[N:15]1. The catalyst class is: 116. (3) Reactant: C(=O)([O-])[O-].[Cs+].[Cs+].[OH:7][C:8]1[CH:9]=[C:10]2[C:14](=[CH:15][CH:16]=1)[NH:13][CH:12]=[CH:11]2.Br[C:18]([CH3:25])([CH3:24])[C:19]([O:21][CH2:22][CH3:23])=[O:20]. Product: [CH2:22]([O:21][C:19](=[O:20])[C:18]([O:7][C:8]1[CH:9]=[C:10]2[C:14](=[CH:15][CH:16]=1)[NH:13][CH:12]=[CH:11]2)([CH3:25])[CH3:24])[CH3:23]. The catalyst class is: 290. (4) Reactant: FC(F)(F)C([N:5]1[CH2:11][CH2:10][C:9]2[CH:12]=[CH:13][C:14]([NH:16][C:17]3[N:22]=[C:21]([NH:23][CH3:24])[C:20]([N+:25]([O-:27])=[O:26])=[CH:19][N:18]=3)=[CH:15][C:8]=2[CH2:7][CH2:6]1)=O.O1CCCC1.[OH-].[Na+]. Product: [CH2:10]1[C:9]2[CH:12]=[CH:13][C:14]([NH:16][C:17]3[N:22]=[C:21]([NH:23][CH3:24])[C:20]([N+:25]([O-:27])=[O:26])=[CH:19][N:18]=3)=[CH:15][C:8]=2[CH2:7][CH2:6][NH:5][CH2:11]1. The catalyst class is: 6. (5) Reactant: [NH2:1][C:2]1[C:3]2[C:10](I)=[CH:9][N:8]([C@H:12]3[CH2:15][C@H:14]([CH2:16][OH:17])[CH2:13]3)[C:4]=2[N:5]=[CH:6][N:7]=1.[C:18]1([C:24]2[CH:33]=[CH:32][C:31]3[C:26](=[CH:27][C:28](B4OC(C)(C)C(C)(C)C4)=[CH:29][CH:30]=3)[N:25]=2)[CH:23]=[CH:22][CH:21]=[CH:20][CH:19]=1.C([O-])([O-])=O.[Na+].[Na+].O. Product: [NH2:1][C:2]1[C:3]2[C:10]([C:28]3[CH:27]=[C:26]4[C:31]([CH:32]=[CH:33][C:24]([C:18]5[CH:23]=[CH:22][CH:21]=[CH:20][CH:19]=5)=[N:25]4)=[CH:30][CH:29]=3)=[CH:9][N:8]([C@H:12]3[CH2:15][C@H:14]([CH2:16][OH:17])[CH2:13]3)[C:4]=2[N:5]=[CH:6][N:7]=1. The catalyst class is: 128. (6) Reactant: C([O:3][C:4](=[O:33])[C:5]1[CH:10]=[CH:9][CH:8]=[C:7]([N:11]2[C:15]([CH2:16][CH3:17])=[CH:14][CH:13]=[C:12]2[C:18]2[CH:23]=[C:22]([Br:24])[CH:21]=[CH:20][C:19]=2[O:25][CH2:26][C:27]2[CH:32]=[CH:31][CH:30]=[CH:29][CH:28]=2)[CH:6]=1)C.[OH-].[Na+]. Product: [Br:24][C:22]1[CH:21]=[CH:20][C:19]([O:25][CH2:26][C:27]2[CH:32]=[CH:31][CH:30]=[CH:29][CH:28]=2)=[C:18]([C:12]2[N:11]([C:7]3[CH:6]=[C:5]([CH:10]=[CH:9][CH:8]=3)[C:4]([OH:33])=[O:3])[C:15]([CH2:16][CH3:17])=[CH:14][CH:13]=2)[CH:23]=1. The catalyst class is: 351.